Dataset: Reaction yield outcomes from USPTO patents with 853,638 reactions. Task: Predict the reaction yield, written as a fraction of the theoretical maximum amount of product (1.0 means a 100% yield; for example, 0.34 means a 34% yield). (1) The reactants are [NH2:1][C:2]1[CH:3]=[C:4]([C:8]2[C:16]([C:17]3[CH:22]=[CH:21][N:20]=[C:19]([NH:23][C:24]4[CH:33]=[C:32]5[C:27]([CH2:28][CH2:29][N:30]([CH3:34])[CH2:31]5)=[CH:26][CH:25]=4)[N:18]=3)=[C:11]3[CH:12]=[CH:13][CH:14]=[CH:15][N:10]3[N:9]=2)[CH:5]=[CH:6][CH:7]=1.[F:35][C:36]1[CH:44]=[CH:43][C:42]([F:45])=[CH:41][C:37]=1[C:38](Cl)=[O:39]. The catalyst is C(Cl)Cl. The product is [F:35][C:36]1[CH:44]=[CH:43][C:42]([F:45])=[CH:41][C:37]=1[C:38]([NH:1][C:2]1[CH:7]=[CH:6][CH:5]=[C:4]([C:8]2[C:16]([C:17]3[CH:22]=[CH:21][N:20]=[C:19]([NH:23][C:24]4[CH:33]=[C:32]5[C:27]([CH2:28][CH2:29][N:30]([CH3:34])[CH2:31]5)=[CH:26][CH:25]=4)[N:18]=3)=[C:11]3[CH:12]=[CH:13][CH:14]=[CH:15][N:10]3[N:9]=2)[CH:3]=1)=[O:39]. The yield is 0.510. (2) The reactants are C(O)(=O)C.[F:5][C:6]1[CH:7]=[C:8]2[C:13](=[CH:14][C:15]=1[N+:16]([O-])=O)[C:12](=[O:19])[N:11]([C:20]1[CH:21]=[N:22][CH:23]=[CH:24][C:25]=1[C:26]([F:29])([F:28])[F:27])[CH2:10][CH2:9]2.C(OCC)(=O)C. The catalyst is C1COCC1.CCCCCC.[Fe]. The product is [NH2:16][C:15]1[CH:14]=[C:13]2[C:8]([CH2:9][CH2:10][N:11]([C:20]3[CH:21]=[N:22][CH:23]=[CH:24][C:25]=3[C:26]([F:28])([F:29])[F:27])[C:12]2=[O:19])=[CH:7][C:6]=1[F:5]. The yield is 0.800. (3) The reactants are [Cl:1][C:2]1[CH:7]=[C:6]([Cl:8])[CH:5]=[CH:4][C:3]=1[C:9]1[N:10]=[C:11](/[CH:18]=[CH:19]/[C:20]2[CH:25]=[CH:24][C:23]([O:26][CH3:27])=[CH:22][CH:21]=2)[N:12]([CH2:14][C:15]([OH:17])=O)[CH:13]=1.[CH3:28][O:29][C:30]1[CH:38]=[CH:37][C:33]([CH2:34][CH2:35][NH2:36])=[CH:32][CH:31]=1. No catalyst specified. The product is [Cl:1][C:2]1[CH:7]=[C:6]([Cl:8])[CH:5]=[CH:4][C:3]=1[C:9]1[N:10]=[C:11](/[CH:18]=[CH:19]/[C:20]2[CH:25]=[CH:24][C:23]([O:26][CH3:27])=[CH:22][CH:21]=2)[N:12]([CH2:14][C:15]([NH:36][CH2:35][CH2:34][C:33]2[CH:37]=[CH:38][C:30]([O:29][CH3:28])=[CH:31][CH:32]=2)=[O:17])[CH:13]=1. The yield is 0.870. (4) The reactants are [C:1]([OH:9])(=[O:8])[C:2]1[CH:7]=[CH:6][CH:5]=[CH:4][CH:3]=1.[Br:10][CH2:11][CH2:12]O.C1(N=C=NC2CCCCC2)CCCCC1. The catalyst is ClCCl.CN(C)C1C=CN=CC=1. The product is [C:1]([O:9][CH2:12][CH2:11][Br:10])(=[O:8])[C:2]1[CH:7]=[CH:6][CH:5]=[CH:4][CH:3]=1. The yield is 0.820.